From a dataset of Reaction yield outcomes from USPTO patents with 853,638 reactions. Predict the reaction yield, written as a fraction of the theoretical maximum amount of product (1.0 means a 100% yield; for example, 0.34 means a 34% yield). (1) The reactants are [C:1]([O:5][C:6](=[O:24])[CH2:7][CH2:8][CH2:9][CH2:10][CH2:11][CH2:12][CH2:13][CH2:14][CH2:15][CH2:16][CH2:17][CH2:18][CH2:19][CH2:20][C:21]([OH:23])=O)([CH3:4])([CH3:3])[CH3:2].ON1C2N=CC=CC=2N=N1.C(N(C(C)C)CC)(C)C.[C:44]([O:48][C:49]([CH2:51][CH2:52][NH:53][CH2:54][C:55]1[CH:63]=[CH:62][C:58]([C:59]([OH:61])=[O:60])=[CH:57][CH:56]=1)=[O:50])([CH3:47])([CH3:46])[CH3:45]. The catalyst is C(OCC)(=O)C. The product is [C:44]([O:48][C:49]([CH2:51][CH2:52][N:53]([CH2:54][C:55]1[CH:63]=[CH:62][C:58]([C:59]([OH:61])=[O:60])=[CH:57][CH:56]=1)[C:21](=[O:23])[CH2:20][CH2:19][CH2:18][CH2:17][CH2:16][CH2:15][CH2:14][CH2:13][CH2:12][CH2:11][CH2:10][CH2:9][CH2:8][CH2:7][C:6]([O:5][C:1]([CH3:2])([CH3:3])[CH3:4])=[O:24])=[O:50])([CH3:47])([CH3:45])[CH3:46]. The yield is 0.270. (2) The reactants are [CH2:1]([N:3]1[C:7]2=[N:8][C:9]([CH2:48][CH3:49])=[C:10]([CH2:19][NH:20][C:21]([C:23]3[CH:28]=[CH:27][CH:26]=[C:25]([C:29]([NH:31][CH2:32][C:33]4[CH:34]=[C:35]([C:40]5[CH:45]=[CH:44][CH:43]=[C:42]([CH:46]=O)[CH:41]=5)[C:36]([F:39])=[CH:37][CH:38]=4)=[O:30])[N:24]=3)=[O:22])[C:11]([NH:12][CH:13]3[CH2:18][CH2:17][O:16][CH2:15][CH2:14]3)=[C:6]2[CH:5]=[N:4]1)[CH3:2].[C@H:50]12[CH2:56][C@H:53]([NH:54][CH2:55]1)[CH2:52][N:51]2C(OC(C)(C)C)=O.C(O)(=O)C. The catalyst is CS(C)=O. The product is [C@H:50]12[CH2:56][C@H:53]([NH:54][CH2:55]1)[CH2:52][N:51]2[CH2:46][C:42]1[CH:41]=[C:40]([C:35]2[C:36]([F:39])=[CH:37][CH:38]=[C:33]([CH2:32][NH:31][C:29]([C:25]3[CH:26]=[CH:27][CH:28]=[C:23]([C:21]([NH:20][CH2:19][C:10]4[C:11]([NH:12][CH:13]5[CH2:18][CH2:17][O:16][CH2:15][CH2:14]5)=[C:6]5[CH:5]=[N:4][N:3]([CH2:1][CH3:2])[C:7]5=[N:8][C:9]=4[CH2:48][CH3:49])=[O:22])[N:24]=3)=[O:30])[CH:34]=2)[CH:45]=[CH:44][CH:43]=1. The yield is 0.184. (3) The reactants are [NH2:1][C:2]1[CH:9]=[CH:8][C:5]([C:6]#[N:7])=[C:4]([S:10]([F:15])([F:14])([F:13])([F:12])[F:11])[CH:3]=1.ClC(Cl)(O[C:20](=[O:26])OC(Cl)(Cl)Cl)Cl.Cl.[NH2:29][C:30]([CH3:39])([CH3:38])[C:31](OC(C)(C)C)=[O:32]. The catalyst is O1CCCC1.C(OCC)(=O)C.O.C(N(CC)CC)C. The product is [CH3:38][C:30]1([CH3:39])[C:31](=[O:32])[N:1]([C:2]2[CH:9]=[CH:8][C:5]([C:6]#[N:7])=[C:4]([S:10]([F:15])([F:11])([F:12])([F:13])[F:14])[CH:3]=2)[C:20](=[O:26])[NH:29]1. The yield is 0.410. (4) The reactants are C1(C2C=CC=CC=2)C=CC=CC=1C(P(C)C)P(C)C.CC(C)([O-])C.[Na+].N#N.Cl[C:29]1[CH:34]=[CH:33][CH:32]=[C:31]([Cl:35])[N:30]=1.[F:36][C:37]1[CH:42]=[CH:41][C:40]([C@@H:43]([NH2:45])[CH3:44])=[CH:39][CH:38]=1. The catalyst is C1(C)C=CC=CC=1.CC([O-])=O.CC([O-])=O.[Pd+2]. The product is [Cl:35][C:31]1[N:30]=[C:29]([NH:45][C@H:43]([C:40]2[CH:41]=[CH:42][C:37]([F:36])=[CH:38][CH:39]=2)[CH3:44])[CH:34]=[CH:33][CH:32]=1. The yield is 0.680.